From a dataset of Catalyst prediction with 721,799 reactions and 888 catalyst types from USPTO. Predict which catalyst facilitates the given reaction. (1) Reactant: [CH3:1][C:2]1[CH:7]=[CH:6][C:5]([S:8]([OH:11])(=[O:10])=[O:9])=[CH:4][CH:3]=1.[CH3:12][C:13]1[N:18]([C:19]2[CH:24]=[CH:23][CH:22]=[C:21]([C:25]([F:28])([F:27])[F:26])[CH:20]=2)[C:17](=[O:29])[C:16]([C:30]([NH:32][CH2:33][C:34]2[CH:39]=[CH:38][C:37]([S:40]([CH3:43])(=[O:42])=[O:41])=[CH:36][N:35]=2)=[O:31])=[CH:15][C:14]=1[C:44]1[N:48]([CH3:49])[N:47]=[CH:46][CH:45]=1.O.[C:51]1([CH3:61])[CH:56]=[CH:55][C:54]([S:57]([OH:60])(=[O:59])=[O:58])=[CH:53][CH:52]=1. Product: [CH3:1][C:2]1[CH:3]=[CH:4][C:5]([S:8]([OH:11])(=[O:10])=[O:9])=[CH:6][CH:7]=1.[CH3:12][C:13]1[N:18]([C:19]2[CH:24]=[CH:23][CH:22]=[C:21]([C:25]([F:27])([F:26])[F:28])[CH:20]=2)[C:17](=[O:29])[C:16]([C:30]([NH:32][CH2:33][C:34]2[CH:39]=[CH:38][C:37]([S:40]([CH3:43])(=[O:42])=[O:41])=[CH:36][N:35]=2)=[O:31])=[CH:15][C:14]=1[C:44]1[N:48]([CH3:49])[N:47]=[CH:46][CH:45]=1.[S:57]([C:54]1[CH:55]=[CH:56][C:51]([CH3:61])=[CH:52][CH:53]=1)([O-:60])(=[O:59])=[O:58]. The catalyst class is: 311. (2) Reactant: [C:1]([C:4]1[C:9]2[S:10][C:11]([C:14]([NH:16][C:17]3[CH:26]=[CH:25][C:24]4[C:19](=[CH:20][CH:21]=[CH:22][C:23]=4[C:27]([N:29]4[CH2:32][CH:31]([O:33][CH3:34])[CH2:30]4)=[O:28])[N:18]=3)=[O:15])=[C:12]([CH3:13])[C:8]=2[C:7]([CH2:35][O:36][CH3:37])=[CH:6][CH:5]=1)(=[O:3])[CH3:2].[BrH:38]. Product: [BrH:38].[C:1]([C:4]1[C:9]2[S:10][C:11]([C:14]([NH:16][C:17]3[CH:26]=[CH:25][C:24]4[C:19](=[CH:20][CH:21]=[CH:22][C:23]=4[C:27]([N:29]4[CH2:32][CH:31]([O:33][CH3:34])[CH2:30]4)=[O:28])[N:18]=3)=[O:15])=[C:12]([CH3:13])[C:8]=2[C:7]([CH2:35][O:36][CH3:37])=[CH:6][CH:5]=1)(=[O:3])[CH3:2]. The catalyst class is: 5. (3) Reactant: [CH:1]1([N:6]2[CH2:11][CH2:10][N:9]([C:12]([C:14]3[CH:15]=[C:16]4[C:20](=[CH:21][CH:22]=3)[NH:19][C:18]([C:23]([N:25]3[CH2:30][CH2:29][S:28](=[O:32])(=[O:31])[CH2:27][CH2:26]3)=[O:24])=[CH:17]4)=[O:13])[CH2:8][CH2:7]2)[CH2:5][CH2:4][CH2:3][CH2:2]1.[F:33][C:34]1[CH:35]=[C:36](B(O)O)[CH:37]=[CH:38][CH:39]=1.N1C=CC=CC=1. Product: [CH:1]1([N:6]2[CH2:7][CH2:8][N:9]([C:12]([C:14]3[CH:15]=[C:16]4[C:20](=[CH:21][CH:22]=3)[N:19]([C:38]3[CH:37]=[CH:36][CH:35]=[C:34]([F:33])[CH:39]=3)[C:18]([C:23]([N:25]3[CH2:30][CH2:29][S:28](=[O:31])(=[O:32])[CH2:27][CH2:26]3)=[O:24])=[CH:17]4)=[O:13])[CH2:10][CH2:11]2)[CH2:2][CH2:3][CH2:4][CH2:5]1. The catalyst class is: 221.